Dataset: Full USPTO retrosynthesis dataset with 1.9M reactions from patents (1976-2016). Task: Predict the reactants needed to synthesize the given product. (1) The reactants are: [OH:1][C:2]1[CH:3]=[C:4]([C:12]([O:14][CH3:15])=[O:13])[CH:5]=[C:6]([CH:11]=1)[C:7]([O:9][CH3:10])=[O:8].C(=O)([O-])[O-].[K+].[K+].[CH2:22](Br)[CH:23]=[CH2:24]. Given the product [CH2:24]([O:1][C:2]1[CH:11]=[C:6]([C:7]([O:9][CH3:10])=[O:8])[CH:5]=[C:4]([CH:3]=1)[C:12]([O:14][CH3:15])=[O:13])[CH:23]=[CH2:22], predict the reactants needed to synthesize it. (2) The reactants are: Br[C:2]1[C:11]2[C:6](=[CH:7][CH:8]=[CH:9][CH:10]=2)[N:5]=[CH:4][CH:3]=1.[CH:12]1([N:15]2[CH2:20][C:19]3([CH2:25][CH2:24][N:23]([S:26]([C:29]4[CH:34]=[CH:33][C:32](B5OC(C)(C)C(C)(C)O5)=[CH:31][CH:30]=4)(=[O:28])=[O:27])[CH2:22][CH2:21]3)[O:18][CH2:17][C:16]2=[O:44])[CH2:14][CH2:13]1. Given the product [CH:12]1([N:15]2[CH2:20][C:19]3([CH2:25][CH2:24][N:23]([S:26]([C:29]4[CH:30]=[CH:31][C:32]([C:2]5[C:11]6[C:6](=[CH:7][CH:8]=[CH:9][CH:10]=6)[N:5]=[CH:4][CH:3]=5)=[CH:33][CH:34]=4)(=[O:27])=[O:28])[CH2:22][CH2:21]3)[O:18][CH2:17][C:16]2=[O:44])[CH2:13][CH2:14]1, predict the reactants needed to synthesize it. (3) Given the product [CH3:39][N:4]1[C:5]2[O:11][C:10]([C:12]3[CH:17]=[CH:16][C:15]([C:18]4([NH:22][C:23](=[O:29])[O:24][C:25]([CH3:28])([CH3:26])[CH3:27])[CH2:21][CH2:20][CH2:19]4)=[CH:14][CH:13]=3)=[C:9]([C:30]3[CH:31]=[CH:32][CH:33]=[CH:34][CH:35]=3)[C:6]=2[C:7](=[O:8])[N:2]([CH3:1])[C:3]1=[O:36], predict the reactants needed to synthesize it. The reactants are: [CH3:1][N:2]1[C:7](=[O:8])[C:6]2[C:9]([C:30]3[CH:35]=[CH:34][CH:33]=[CH:32][CH:31]=3)=[C:10]([C:12]3[CH:17]=[CH:16][C:15]([C:18]4([NH:22][C:23](=[O:29])[O:24][C:25]([CH3:28])([CH3:27])[CH3:26])[CH2:21][CH2:20][CH2:19]4)=[CH:14][CH:13]=3)[O:11][C:5]=2[NH:4][C:3]1=[O:36].IC.[C:39](=O)([O-])[O-].[K+].[K+]. (4) Given the product [Cl:26][C:6]1[CH:5]=[CH:4][C:3]([CH:8]2[CH2:13][CH2:12][CH2:11][N:10]([C:14]([C:16]3[CH:21]=[CH:20][N:19]=[C:18]([N:22]([CH3:24])[CH3:23])[CH:17]=3)=[O:15])[CH2:9]2)=[CH:2][CH:7]=1, predict the reactants needed to synthesize it. The reactants are: F[C:2]1[CH:7]=[CH:6][CH:5]=[CH:4][C:3]=1[CH:8]1[CH2:13][CH2:12][CH2:11][N:10]([C:14]([C:16]2[CH:21]=[CH:20][N:19]=[C:18]([N:22]([CH3:24])[CH3:23])[CH:17]=2)=[O:15])[CH2:9]1.Cl.[Cl:26]C1C=CC(C2CCCNC2)=CC=1.CN(C)C1C=C(C=CN=1)C(O)=O.